Predict the reactants needed to synthesize the given product. From a dataset of Full USPTO retrosynthesis dataset with 1.9M reactions from patents (1976-2016). (1) Given the product [Br:8][C:17]1[N:18]=[C:19]([CH:20]2[CH2:23][C:22](=[O:24])[CH2:21]2)[N:15]2[C:16]=1[C:11]([O:10][CH3:9])=[N:12][CH:13]=[N:14]2, predict the reactants needed to synthesize it. The reactants are: C1C(=O)N([Br:8])C(=O)C1.[CH3:9][O:10][C:11]1[C:16]2=[CH:17][N:18]=[C:19]([CH:20]3[CH2:23][C:22](=[O:24])[CH2:21]3)[N:15]2[N:14]=[CH:13][N:12]=1. (2) Given the product [ClH:31].[CH2:1]([N:9]([C:18]1[CH:19]=[CH:20][C:21]([C:24]2[CH:30]=[CH:29][C:27]([NH:28][C:34]([C:33]3[CH:37]=[C:38]([N+:41]([O-:43])=[O:42])[CH:39]=[CH:40][C:32]=3[Cl:31])=[O:35])=[CH:26][CH:25]=2)=[CH:22][CH:23]=1)[CH2:10][CH2:11][CH2:12][CH2:13][CH2:14][CH2:15][CH2:16][CH3:17])[CH2:2][CH2:3][CH2:4][CH2:5][CH2:6][CH2:7][CH3:8].[ClH:44], predict the reactants needed to synthesize it. The reactants are: [CH2:1]([N:9]([C:18]1[CH:23]=[CH:22][C:21]([C:24]2[CH:30]=[CH:29][C:27]([NH2:28])=[CH:26][CH:25]=2)=[CH:20][CH:19]=1)[CH2:10][CH2:11][CH2:12][CH2:13][CH2:14][CH2:15][CH2:16][CH3:17])[CH2:2][CH2:3][CH2:4][CH2:5][CH2:6][CH2:7][CH3:8].[Cl:31][C:32]1[CH:40]=[CH:39][C:38]([N+:41]([O-:43])=[O:42])=[CH:37][C:33]=1[C:34](Cl)=[O:35].[ClH:44].O1CCOCC1. (3) Given the product [Cl-:25].[C:3]([C:5]1[S:6][C:7]([C:28]#[C:29][C:30]([CH3:33])([CH3:32])[CH3:31])=[CH:8][C:9]=1[N:10]([C:18](=[O:27])[C:19]1[CH:24]=[CH:23][C:22]([Cl:25])=[CH:21][C:20]=1[Cl:26])[CH:11]1[CH2:16][CH2:15][NH+:14]([CH3:17])[CH2:13][CH2:12]1)([OH:4])=[O:2], predict the reactants needed to synthesize it. The reactants are: C[O:2][C:3]([C:5]1[S:6][C:7]([C:28]#[C:29][C:30]([CH3:33])([CH3:32])[CH3:31])=[CH:8][C:9]=1[N:10]([C:18](=[O:27])[C:19]1[CH:24]=[CH:23][C:22]([Cl:25])=[CH:21][C:20]=1[Cl:26])[CH:11]1[CH2:16][CH2:15][N:14]([CH3:17])[CH2:13][CH2:12]1)=[O:4].O.[OH-].[Li+].